Predict the reactants needed to synthesize the given product. From a dataset of Full USPTO retrosynthesis dataset with 1.9M reactions from patents (1976-2016). (1) Given the product [OH:1][C:2]1[C:7]2=[C:8]([CH3:16])[C:9]([C:11]([OH:13])=[O:12])=[CH:10][N:6]2[N:5]=[CH:4][N:3]=1, predict the reactants needed to synthesize it. The reactants are: [OH:1][C:2]1[C:7]2=[C:8]([CH3:16])[C:9]([C:11]([O:13]CC)=[O:12])=[CH:10][N:6]2[N:5]=[CH:4][N:3]=1.[OH-].[Na+].Cl. (2) Given the product [ClH:39].[C:15]([N:18]1[CH2:19][CH2:20][N:21]([CH2:24][CH2:25][O:26][C:27]2[CH:36]=[C:35]3[C:30]([C:31]([CH:6]4[C:5]5[C:9](=[CH:10][CH:11]=[C:3]([C:1]#[N:2])[CH:4]=5)[NH:8][C:7]4=[O:12])=[N:32][CH:33]=[N:34]3)=[CH:29][CH:28]=2)[CH2:22][CH2:23]1)(=[O:17])[CH3:16], predict the reactants needed to synthesize it. The reactants are: [C:1]([C:3]1[CH:4]=[C:5]2[C:9](=[CH:10][CH:11]=1)[NH:8][C:7](=[O:12])[CH2:6]2)#[N:2].[H-].[Na+].[C:15]([N:18]1[CH2:23][CH2:22][N:21]([CH2:24][CH2:25][O:26][C:27]2[CH:36]=[C:35]3[C:30]([C:31](SC)=[N:32][CH:33]=[N:34]3)=[CH:29][CH:28]=2)[CH2:20][CH2:19]1)(=[O:17])[CH3:16].[Cl-:39].[NH4+]. (3) The reactants are: [Cl:1][C:2]1[CH:21]=[CH:20][CH:19]=[CH:18][C:3]=1[C:4]([NH:6][C:7]1[CH2:12][CH2:11][CH2:10][CH2:9][C:8]=1[C:13]([O:15]CC)=[O:14])=O.[OH-].[Na+].C1CN([P+](ON2N=NC3C=CC=CC2=3)(N2CCCC2)N2CCCC2)CC1.F[P-](F)(F)(F)(F)F.C(N(CC)CC)C. Given the product [Cl:1][C:2]1[CH:21]=[CH:20][CH:19]=[CH:18][C:3]=1[C:4]1[O:15][C:13](=[O:14])[C:8]2[CH2:9][CH2:10][CH2:11][CH2:12][C:7]=2[N:6]=1, predict the reactants needed to synthesize it. (4) Given the product [CH3:17][N:16]([CH3:18])[C:13]1[CH:14]=[CH:15][C:10]([C:9]2[NH:8][C:7](=[O:19])[C:6]([C:20]([O:22][CH2:23][C:24]3[CH:29]=[CH:28][CH:27]=[CH:26][CH:25]=3)=[O:21])=[C:5]([OH:30])[C:4]=2/[CH:1]=[CH:2]/[CH3:3])=[CH:11][CH:12]=1, predict the reactants needed to synthesize it. The reactants are: [CH2:1]([C:4]1[C:5]([OH:30])=[C:6]([C:20]([O:22][CH2:23][C:24]2[CH:29]=[CH:28][CH:27]=[CH:26][CH:25]=2)=[O:21])[C:7](=[O:19])[NH:8][C:9]=1[C:10]1[CH:15]=[CH:14][C:13]([N:16]([CH3:18])[CH3:17])=[CH:12][CH:11]=1)[CH:2]=[CH2:3]. (5) Given the product [CH:9]1([NH:8][C:6]2[C:5]([N+:14]([O-:16])=[O:15])=[CH:4][N:3]=[C:2]([NH:17][C:18]3[CH:33]=[CH:32][C:21]([C:22]([O:24][CH2:25][C:26]4[CH:31]=[CH:30][CH:29]=[CH:28][CH:27]=4)=[O:23])=[CH:20][C:19]=3[O:34][CH3:35])[N:7]=2)[CH2:13][CH2:12][CH2:11][CH2:10]1, predict the reactants needed to synthesize it. The reactants are: Cl[C:2]1[N:7]=[C:6]([NH:8][CH:9]2[CH2:13][CH2:12][CH2:11][CH2:10]2)[C:5]([N+:14]([O-:16])=[O:15])=[CH:4][N:3]=1.[NH2:17][C:18]1[CH:33]=[CH:32][C:21]([C:22]([O:24][CH2:25][C:26]2[CH:31]=[CH:30][CH:29]=[CH:28][CH:27]=2)=[O:23])=[CH:20][C:19]=1[O:34][CH3:35].